Dataset: Forward reaction prediction with 1.9M reactions from USPTO patents (1976-2016). Task: Predict the product of the given reaction. (1) Given the reactants [OH:1][C:2]1[C:3]([C:29]2[CH:34]=[CH:33][C:32]([O:35][CH3:36])=[CH:31][CH:30]=2)=[C:4]2[C:9](=[CH:10][CH:11]=1)[CH:8]=[C:7]([CH2:12][NH:13][C:14]([C:16]1[C:20]3[CH:21]=[CH:22][CH:23]=[CH:24][C:19]=3[O:18][C:17]=1[CH2:25][CH2:26][CH2:27][CH3:28])=[O:15])[CH:6]=[CH:5]2.Br[CH2:38][C:39]#[N:40].C(=O)([O-])[O-].[K+].[K+], predict the reaction product. The product is: [C:39]([CH2:38][O:1][C:2]1[C:3]([C:29]2[CH:34]=[CH:33][C:32]([O:35][CH3:36])=[CH:31][CH:30]=2)=[C:4]2[C:9](=[CH:10][CH:11]=1)[CH:8]=[C:7]([CH2:12][NH:13][C:14]([C:16]1[C:20]3[CH:21]=[CH:22][CH:23]=[CH:24][C:19]=3[O:18][C:17]=1[CH2:25][CH2:26][CH2:27][CH3:28])=[O:15])[CH:6]=[CH:5]2)#[N:40]. (2) Given the reactants CO[C:3]1[C:11]2[C:6](=[N:7][CH:8]=[C:9]([NH2:12])[CH:10]=2)[NH:5][N:4]=1.[CH2:13]([O:20][C:21]1[C:22]([F:31])=[C:23]([C:27]([Cl:30])=[CH:28][CH:29]=1)[C:24]([OH:26])=O)[C:14]1[CH:19]=[CH:18][CH:17]=[CH:16][CH:15]=1.[CH2:32](OC1C=C(C=CC=1)C(O)=O)[C:33]1C=CC=CC=1, predict the reaction product. The product is: [CH2:13]([O:20][C:21]1[C:22]([F:31])=[C:23]([C:27]([Cl:30])=[CH:28][CH:29]=1)[C:24]([NH:12][C:9]1[CH:10]=[C:11]2[C:3]([CH2:32][CH3:33])=[N:4][NH:5][C:6]2=[N:7][CH:8]=1)=[O:26])[C:14]1[CH:15]=[CH:16][CH:17]=[CH:18][CH:19]=1. (3) Given the reactants C(NC(C)C)(C)C.C([Li])CCC.[Br:13][C:14]1[CH:19]=[CH:18][C:17]([F:20])=[CH:16][CH:15]=1.[F:21][CH:22]([F:28])[C:23](OCC)=[O:24], predict the reaction product. The product is: [Br:13][C:14]1[CH:19]=[CH:18][C:17]([F:20])=[C:16]([C:23](=[O:24])[CH:22]([F:28])[F:21])[CH:15]=1. (4) Given the reactants C([N-]C(C)C)(C)C.[Li+].CN(C)CCN(C)C.[C:17]1([S:23]([N:26]2[C:34]3[CH:33]=[CH:32][N:31]=[C:30]([Cl:35])[C:29]=3[CH:28]=[CH:27]2)(=[O:25])=[O:24])[CH:22]=[CH:21][CH:20]=[CH:19][CH:18]=1.Cl[C:37]([O:39][CH2:40][CH3:41])=[O:38], predict the reaction product. The product is: [CH2:40]([O:39][C:37]([C:27]1[N:26]([S:23]([C:17]2[CH:18]=[CH:19][CH:20]=[CH:21][CH:22]=2)(=[O:25])=[O:24])[C:34]2[CH:33]=[CH:32][N:31]=[C:30]([Cl:35])[C:29]=2[CH:28]=1)=[O:38])[CH3:41].